The task is: Predict the product of the given reaction.. This data is from Forward reaction prediction with 1.9M reactions from USPTO patents (1976-2016). (1) The product is: [C:30]([NH:29][C:19]1[S:20][CH2:21][C@@H:22]2[CH2:23][C@H:24]([C:27]([OH:6])=[O:28])[O:25][CH2:26][C@:17]2([C:15]2[CH:16]=[C:11]([Br:10])[CH:12]=[CH:13][C:14]=2[F:38])[N:18]=1)(=[O:37])[C:31]1[CH:32]=[CH:33][CH:34]=[CH:35][CH:36]=1. Given the reactants O.C[N+]1([O-])CC[O:6]CC1.[Br:10][C:11]1[CH:12]=[CH:13][C:14]([F:38])=[C:15]([C@:17]23[CH2:26][O:25][C@@H:24]([CH2:27][OH:28])[CH2:23][C@H:22]2[CH2:21][S:20][C:19]([NH:29][C:30](=[O:37])[C:31]2[CH:36]=[CH:35][CH:34]=[CH:33][CH:32]=2)=[N:18]3)[CH:16]=1.CC(O)C, predict the reaction product. (2) The product is: [CH:26]([O-:34])=[O:33].[C:26]([O-:34])(=[O:33])[CH3:27].[C:26]([O-:34])(=[O:33])[CH2:27][CH2:28][CH3:29]. Given the reactants C(N(C(C)C)CCC(C1C=C(CO)C=CC=1O)C1C=CC=CC=1)(C)C.[C:26]([O:34]C=C)(=[O:33])[C:27]1C=CC=[CH:29][CH:28]=1, predict the reaction product. (3) Given the reactants [NH2:1][C:2]1[CH:7]=[CH:6][C:5]([CH:8]2[CH2:22][N:12]3[C:13](=[O:21])[NH:14][C:15]4[CH:16]=[CH:17][CH:18]=[CH:19][C:20]=4[C:11]3=[N:10][CH2:9]2)=[C:4]([CH3:23])[CH:3]=1.C(N(CC)CC)C.[C:31]1([CH3:40])[CH:36]=[CH:35][CH:34]=[C:33]([N:37]=[C:38]=[O:39])[CH:32]=1, predict the reaction product. The product is: [CH3:23][C:4]1[CH:3]=[C:2]([NH:1][C:38]([NH:37][C:33]2[CH:34]=[CH:35][CH:36]=[C:31]([CH3:40])[CH:32]=2)=[O:39])[CH:7]=[CH:6][C:5]=1[CH:8]1[CH2:22][N:12]2[C:13](=[O:21])[NH:14][C:15]3[CH:16]=[CH:17][CH:18]=[CH:19][C:20]=3[C:11]2=[N:10][CH2:9]1. (4) Given the reactants [C@H:1]1([NH:10][C:11]2[CH:20]=[CH:19][C:18]3[C:13](=[CH:14][CH:15]=[C:16]([NH2:21])[CH:17]=3)[N:12]=2)[C:9]2[C:4](=[CH:5][CH:6]=[CH:7][CH:8]=2)[CH2:3][CH2:2]1.Cl[C:23]([O:25][C:26]1[CH:31]=[CH:30][C:29]([O:32][CH3:33])=[CH:28][CH:27]=1)=[O:24].C(N(CC)CC)C.O, predict the reaction product. The product is: [CH3:33][O:32][C:29]1[CH:30]=[CH:31][C:26]([O:25][C:23](=[O:24])[NH:21][C:16]2[CH:17]=[C:18]3[C:13](=[CH:14][CH:15]=2)[N:12]=[C:11]([NH:10][C@H:1]2[C:9]4[C:4](=[CH:5][CH:6]=[CH:7][CH:8]=4)[CH2:3][CH2:2]2)[CH:20]=[CH:19]3)=[CH:27][CH:28]=1.